Dataset: Forward reaction prediction with 1.9M reactions from USPTO patents (1976-2016). Task: Predict the product of the given reaction. (1) Given the reactants [F:1][C:2]1[CH:7]=[CH:6][C:5]([NH:8][CH:9]2[CH2:14][CH2:13][N:12](C(OC(C)(C)C)=O)[CH2:11][CH2:10]2)=[CH:4][CH:3]=1.[OH-].[Na+], predict the reaction product. The product is: [F:1][C:2]1[CH:7]=[CH:6][C:5]([NH:8][CH:9]2[CH2:14][CH2:13][NH:12][CH2:11][CH2:10]2)=[CH:4][CH:3]=1. (2) Given the reactants [CH3:1][C:2]1[N:3]=[CH:4][C:5]2[C:10]([CH:11]=1)=[C:9]([N:12]=[C:13]=[O:14])[CH:8]=[CH:7][CH:6]=2.[C:15]([C:19]1[CH:28]=[C:27]2[C:22]([CH:23]([NH2:29])[CH2:24][CH2:25][O:26]2)=[CH:21][CH:20]=1)([CH3:18])([CH3:17])[CH3:16], predict the reaction product. The product is: [C:15]([C:19]1[CH:28]=[C:27]2[C:22]([CH:23]([NH:29][C:13]([NH:12][C:9]3[CH:8]=[CH:7][CH:6]=[C:5]4[C:10]=3[CH:11]=[C:2]([CH3:1])[N:3]=[CH:4]4)=[O:14])[CH2:24][CH2:25][O:26]2)=[CH:21][CH:20]=1)([CH3:18])([CH3:16])[CH3:17]. (3) Given the reactants [CH3:1][O:2][C:3](=[O:43])[CH2:4][C:5]1[CH:10]=[CH:9][CH:8]=[C:7]([O:11][C:12]2[CH:17]=[CH:16][C:15]([C:18]([F:21])([F:20])[F:19])=[CH:14][C:13]=2[CH2:22][N:23]([CH2:41][CH3:42])[S:24]([C:27]2[CH:32]=[CH:31][C:30]([NH:33][C:34]3[CH:35]=[C:36]([CH3:40])[CH:37]=[CH:38][CH:39]=3)=[CH:29][CH:28]=2)(=[O:26])=[O:25])[CH:6]=1.[H-].[Na+].I[CH3:47], predict the reaction product. The product is: [CH3:1][O:2][C:3](=[O:43])[CH2:4][C:5]1[CH:10]=[CH:9][CH:8]=[C:7]([O:11][C:12]2[CH:17]=[CH:16][C:15]([C:18]([F:19])([F:21])[F:20])=[CH:14][C:13]=2[CH2:22][N:23]([CH2:41][CH3:42])[S:24]([C:27]2[CH:32]=[CH:31][C:30]([N:33]([CH3:47])[C:34]3[CH:35]=[C:36]([CH3:40])[CH:37]=[CH:38][CH:39]=3)=[CH:29][CH:28]=2)(=[O:26])=[O:25])[CH:6]=1. (4) Given the reactants C(OC([NH:8][CH2:9][CH2:10][C:11]1[CH:16]=[CH:15][C:14]([S:17]([C:20]2[CH:30]=[CH:29][C:23]([C:24]([O:26][CH2:27][CH3:28])=[O:25])=[CH:22][N:21]=2)(=[O:19])=[O:18])=[CH:13][CH:12]=1)=O)(C)(C)C.Cl, predict the reaction product. The product is: [NH2:8][CH2:9][CH2:10][C:11]1[CH:12]=[CH:13][C:14]([S:17]([C:20]2[CH:30]=[CH:29][C:23]([C:24]([O:26][CH2:27][CH3:28])=[O:25])=[CH:22][N:21]=2)(=[O:19])=[O:18])=[CH:15][CH:16]=1. (5) The product is: [F:1][C:2]1[CH:3]=[C:4]([N:9]2[CH:13]=[CH:12][C:11]([NH:14][C:26](=[O:27])[CH2:25][C@H:23]3[CH2:22][CH2:21][N:20]4[C:16](=[O:15])[O:17][CH2:18][C@H:19]4[CH2:24]3)=[N:10]2)[CH:5]=[C:6]([F:8])[CH:7]=1. Given the reactants [F:1][C:2]1[CH:3]=[C:4]([N:9]2[CH:13]=[CH:12][C:11]([NH2:14])=[N:10]2)[CH:5]=[C:6]([F:8])[CH:7]=1.[O:15]=[C:16]1[N:20]2[CH2:21][CH2:22][C@H:23]([CH2:25][C:26](O)=[O:27])[CH2:24][C@@H:19]2[CH2:18][O:17]1, predict the reaction product. (6) Given the reactants [CH:1]([C:4]1[CH:24]=[CH:23][CH:22]=[CH:21][C:5]=1[O:6][C:7]1[CH:20]=[CH:19][C:10]([CH:11]=[C:12]2[S:16][C:15](=[S:17])[NH:14][C:13]2=[O:18])=[CH:9][CH:8]=1)([CH3:3])[CH3:2].[CH:25](N(C(C)C)CC)(C)C.O, predict the reaction product. The product is: [CH:1]([C:4]1[CH:24]=[CH:23][CH:22]=[CH:21][C:5]=1[O:6][C:7]1[CH:20]=[CH:19][C:10]([CH:11]=[C:12]2[S:16][C:15]([S:17][CH3:25])=[N:14][C:13]2=[O:18])=[CH:9][CH:8]=1)([CH3:3])[CH3:2]. (7) The product is: [NH2:1][C:2]1[N:7]=[C:6]([C:8]2[S:12][C:11]3[CH:13]=[CH:14][C:15]([CH2:17][C:18]4[CH:19]=[C:20]([CH:36]=[CH:37][CH:38]=4)[C:21]([NH:23][CH2:24][CH2:46][N:42]([CH2:43][CH3:44])[CH2:40][CH3:41])=[O:22])=[CH:16][C:10]=3[C:9]=2[CH3:39])[CH:5]=[CH:4][N:3]=1. Given the reactants [NH2:1][C:2]1[N:7]=[C:6]([C:8]2[S:12][C:11]3[CH:13]=[CH:14][C:15]([CH2:17][C:18]4[CH:19]=[C:20]([CH:36]=[CH:37][CH:38]=4)[C:21]([NH:23][C:24]4C=CC(N5CCOCC5)=CC=4)=[O:22])=[CH:16][C:10]=3[C:9]=2[CH3:39])[CH:5]=[CH:4][N:3]=1.[CH2:40]([N:42]([CH2:46]C)[CH2:43][CH2:44]N)[CH3:41].O1CCN(C2C=CC(N)=CC=2)CC1, predict the reaction product.